The task is: Predict the reactants needed to synthesize the given product.. This data is from Full USPTO retrosynthesis dataset with 1.9M reactions from patents (1976-2016). (1) Given the product [O:16]=[C:13]([CH3:12])[CH2:14][CH2:15][N:5]1[C:1](=[O:11])[C:2]2[C:3](=[CH:7][CH:8]=[CH:9][CH:10]=2)[C:4]1=[O:6], predict the reactants needed to synthesize it. The reactants are: [C:1]1(=[O:11])[NH:5][C:4](=[O:6])[C:3]2=[CH:7][CH:8]=[CH:9][CH:10]=[C:2]12.[CH3:12][C:13](=[O:16])[CH:14]=[CH2:15].[O-]CC.[Na+]. (2) Given the product [CH2:31]([N:1]1[CH2:4][CH:3]([N:5]2[CH:9]=[C:8]([C:10]3[CH:11]=[N:12][C:13]4[C:18]([CH:19]=3)=[CH:17][C:16]([CH2:20][C:21]3[N:25]5[N:26]=[C:27]([CH3:30])[CH:28]=[CH:29][C:24]5=[N:23][N:22]=3)=[CH:15][CH:14]=4)[CH:7]=[N:6]2)[CH2:2]1)[CH3:32], predict the reactants needed to synthesize it. The reactants are: [NH:1]1[CH2:4][CH:3]([N:5]2[CH:9]=[C:8]([C:10]3[CH:11]=[N:12][C:13]4[C:18]([CH:19]=3)=[CH:17][C:16]([CH2:20][C:21]3[N:25]5[N:26]=[C:27]([CH3:30])[CH:28]=[CH:29][C:24]5=[N:23][N:22]=3)=[CH:15][CH:14]=4)[CH:7]=[N:6]2)[CH2:2]1.[CH:31](=O)[CH3:32].C(O[BH-](OC(=O)C)OC(=O)C)(=O)C.[Na+]. (3) Given the product [C:1]12([C:11]3[CH:23]=[CH:22][C:14]([O:15][CH2:16][C:17]([OH:19])=[O:18])=[C:13]([CH3:24])[CH:12]=3)[CH2:8][CH:7]3[CH2:9][CH:3]([CH2:4][CH:5]([CH2:6]3)[CH2:10]1)[CH2:2]2, predict the reactants needed to synthesize it. The reactants are: [C:1]12([C:11]3[CH:23]=[CH:22][C:14]([O:15][CH2:16][C:17]([O:19]CC)=[O:18])=[C:13]([CH3:24])[CH:12]=3)[CH2:10][CH:5]3[CH2:6][CH:7]([CH2:9][CH:3]([CH2:4]3)[CH2:2]1)[CH2:8]2.O.[OH-].[Li+].Cl. (4) Given the product [CH2:1]([O:3][C:4]([C:6]1[CH:7]=[C:8]2[C:13](=[CH:14][CH:15]=1)[NH:12][CH:11]([C:16]1[CH:17]=[C:18]([C:33]3[CH:34]=[CH:35][C:30]([C:26]([CH3:29])([CH3:28])[CH3:27])=[CH:31][CH:32]=3)[CH:19]=[C:20]([F:22])[CH:21]=1)[C:10]([CH3:25])([CH3:24])[CH2:9]2)=[O:5])[CH3:2], predict the reactants needed to synthesize it. The reactants are: [CH2:1]([O:3][C:4]([C:6]1[CH:7]=[C:8]2[C:13](=[CH:14][CH:15]=1)[NH:12][CH:11]([C:16]1[CH:21]=[C:20]([F:22])[CH:19]=[C:18](Br)[CH:17]=1)[C:10]([CH3:25])([CH3:24])[CH2:9]2)=[O:5])[CH3:2].[C:26]([C:30]1[CH:35]=[CH:34][C:33](B(O)O)=[CH:32][CH:31]=1)([CH3:29])([CH3:28])[CH3:27].C(=O)([O-])[O-].[Na+].[Na+].C(OCC)(=O)C. (5) Given the product [NH2:1][C:2]1[N:3]([CH3:21])[C:4](=[O:20])[C@:5]2([N:19]=1)[C:14]1[C:9](=[CH:10][CH:11]=[C:12]([C:25]3[CH:26]=[C:27]([F:29])[CH:28]=[C:23]([Cl:22])[CH:24]=3)[CH:13]=1)[CH2:8][C@@:7]([CH2:17][OH:18])([CH3:16])[CH2:6]2, predict the reactants needed to synthesize it. The reactants are: [NH2:1][C:2]1[N:3]([CH3:21])[C:4](=[O:20])[C@:5]2([N:19]=1)[C:14]1[C:9](=[CH:10][CH:11]=[C:12](Br)[CH:13]=1)[CH2:8][C@@:7]([CH2:17][OH:18])([CH3:16])[CH2:6]2.[Cl:22][C:23]1[CH:24]=[C:25](B(O)O)[CH:26]=[C:27]([F:29])[CH:28]=1.C([O-])([O-])=O.[Na+].[Na+].